Predict the product of the given reaction. From a dataset of Forward reaction prediction with 1.9M reactions from USPTO patents (1976-2016). (1) The product is: [CH2:1]([O:3][C:4]([CH:6]1[CH2:10][CH2:9][CH2:8][CH:7]1[NH:12][C:13]1[CH:18]=[CH:17][CH:16]=[CH:15][CH:14]=1)=[O:5])[CH3:2].[CH2:1]([O:3][C:4]([CH:6]1[CH2:10][CH2:9][CH2:8][CH:7]1[NH:12][CH:13]1[CH2:18][CH2:17][CH2:16][CH2:15]1)=[O:5])[CH3:2]. Given the reactants [CH2:1]([O:3][C:4]([CH:6]1[CH2:10][CH2:9][CH2:8][C:7]1=O)=[O:5])[CH3:2].[NH2:12][C:13]1[CH:18]=[CH:17][CH:16]=[CH:15][CH:14]=1.C([BH3-])#N.[Na+], predict the reaction product. (2) Given the reactants [NH2:1][CH2:2][C@@H:3]1[C@H:8]([CH3:9])[CH2:7][CH2:6][CH2:5][N:4]1[C:10]([O:12][CH2:13][CH:14]=[CH2:15])=[O:11].Cl[C:17]1[O:18][C:19]2[CH:25]=[CH:24][C:23]([Cl:26])=[CH:22][C:20]=2[N:21]=1.CCN(C(C)C)C(C)C, predict the reaction product. The product is: [Cl:26][C:23]1[CH:24]=[CH:25][C:19]2[O:18][C:17]([NH:1][CH2:2][C@@H:3]3[C@H:8]([CH3:9])[CH2:7][CH2:6][CH2:5][N:4]3[C:10]([O:12][CH2:13][CH:14]=[CH2:15])=[O:11])=[N:21][C:20]=2[CH:22]=1.